From a dataset of Peptide-MHC class II binding affinity with 134,281 pairs from IEDB. Regression. Given a peptide amino acid sequence and an MHC pseudo amino acid sequence, predict their binding affinity value. This is MHC class II binding data. (1) The peptide sequence is DYVRMWVQAATVMSA. The MHC is DRB1_0301 with pseudo-sequence DRB1_0301. The binding affinity (normalized) is 0.272. (2) The peptide sequence is YFFPVIFSKASDSLQL. The MHC is DRB5_0101 with pseudo-sequence DRB5_0101. The binding affinity (normalized) is 0.203.